This data is from Full USPTO retrosynthesis dataset with 1.9M reactions from patents (1976-2016). The task is: Predict the reactants needed to synthesize the given product. (1) Given the product [NH2:6][C:7]1[CH:8]=[CH:9][CH:10]=[CH:11][C:1]=1[C:2]([NH:21][C:20]1[CH:22]=[CH:23][C:17]([CH:13]([CH2:15][CH3:16])[CH3:14])=[CH:18][CH:19]=1)=[O:4], predict the reactants needed to synthesize it. The reactants are: [C:1]12[C:7](=[CH:8][CH:9]=[CH:10][CH:11]=1)[NH:6]C(=O)[O:4][C:2]2=O.[CH:13]([C:17]1[CH:23]=[CH:22][C:20]([NH2:21])=[CH:19][CH:18]=1)([CH2:15][CH3:16])[CH3:14]. (2) Given the product [CH3:20][O:19][C:13]1[CH:12]=[C:11]([C:8]2[CH:9]=[CH:10][C:5]3[N:6]([C:2]([C:27]4[CH:28]=[N:29][CH:30]=[CH:31][CH:32]=4)=[C:3]([CH3:21])[N:4]=3)[N:7]=2)[CH:16]=[CH:15][C:14]=1[O:17][CH3:18], predict the reactants needed to synthesize it. The reactants are: Br[C:2]1[N:6]2[N:7]=[C:8]([C:11]3[CH:16]=[CH:15][C:14]([O:17][CH3:18])=[C:13]([O:19][CH3:20])[CH:12]=3)[CH:9]=[CH:10][C:5]2=[N:4][C:3]=1[CH3:21].COB([C:27]1[CH:28]=[N:29][CH:30]=[CH:31][CH:32]=1)OC.C([O-])([O-])=O.[K+].[K+].C1(C)C=CC=CC=1. (3) Given the product [OH:10][C:6]1[CH:5]=[C:4]([CH2:3][CH2:2][O:37][C:31]2[CH:30]=[C:29]([CH:34]=[CH:33][C:32]=2[O:35][CH3:36])[C:28]([NH:27][C:18]2([C:16]([OH:15])=[O:17])[CH2:19][C:20]3[C:25](=[CH:24][CH:23]=[CH:22][CH:21]=3)[CH2:26]2)=[O:38])[CH:9]=[CH:8][CH:7]=1, predict the reactants needed to synthesize it. The reactants are: O[CH2:2][CH2:3][C:4]1[CH:5]=[C:6]([O:10]C(=O)C)[CH:7]=[CH:8][CH:9]=1.C[O:15][C:16]([C:18]1([NH:27][C:28](=[O:38])[C:29]2[CH:34]=[CH:33][C:32]([O:35][CH3:36])=[C:31]([OH:37])[CH:30]=2)[CH2:26][C:25]2[C:20](=[CH:21][CH:22]=[CH:23][CH:24]=2)[CH2:19]1)=[O:17]. (4) Given the product [C:26]([CH:28]1[CH2:29][N:30]([C:32](=[O:56])[C@H:33]([NH:35][C:36]([C:38]2[C:46]3[C:41](=[N:42][CH:43]=[C:44]([C:6]4[C:5]5[C:9](=[CH:10][C:2]([Cl:1])=[CH:3][CH:4]=5)[N:8]([CH2:11][CH3:12])[N:7]=4)[N:45]=3)[N:40]([CH2:48][O:49][CH2:50][CH2:51][Si:52]([CH3:55])([CH3:54])[CH3:53])[CH:39]=2)=[O:37])[CH3:34])[CH2:31]1)#[N:27], predict the reactants needed to synthesize it. The reactants are: [Cl:1][C:2]1[CH:10]=[C:9]2[C:5]([C:6]([Sn](CCCC)(CCCC)CCCC)=[N:7][N:8]2[CH2:11][CH3:12])=[CH:4][CH:3]=1.[C:26]([CH:28]1[CH2:31][N:30]([C:32](=[O:56])[C@H:33]([NH:35][C:36]([C:38]2[C:46]3[C:41](=[N:42][CH:43]=[C:44](Br)[N:45]=3)[N:40]([CH2:48][O:49][CH2:50][CH2:51][Si:52]([CH3:55])([CH3:54])[CH3:53])[CH:39]=2)=[O:37])[CH3:34])[CH2:29]1)#[N:27].